From a dataset of Reaction yield outcomes from USPTO patents with 853,638 reactions. Predict the reaction yield, written as a fraction of the theoretical maximum amount of product (1.0 means a 100% yield; for example, 0.34 means a 34% yield). (1) The reactants are [F:1][C:2]1[CH:3]=[C:4]2[C:8](=[C:9]([C:12]([OH:14])=O)[C:10]=1[F:11])[NH:7][CH:6]=[CH:5]2.CN(C(ON1N=NC2C=CC=CC1=2)=[N+](C)C)C.[B-](F)(F)(F)F.C(N(CC)C(C)C)(C)C.[C:46]([C:50]1[CH:70]=[CH:69][C:53]([CH2:54][NH:55][CH2:56][CH2:57][C:58]2[CH:63]=[CH:62][C:61]([F:64])=[C:60]([C:65]([F:68])([F:67])[F:66])[CH:59]=2)=[CH:52][CH:51]=1)([CH3:49])([CH3:48])[CH3:47]. The catalyst is CN(C=O)C.O. The product is [C:46]([C:50]1[CH:70]=[CH:69][C:53]([CH2:54][N:55]([CH2:56][CH2:57][C:58]2[CH:63]=[CH:62][C:61]([F:64])=[C:60]([C:65]([F:67])([F:68])[F:66])[CH:59]=2)[C:12]([C:9]2[C:10]([F:11])=[C:2]([F:1])[CH:3]=[C:4]3[C:8]=2[NH:7][CH:6]=[CH:5]3)=[O:14])=[CH:52][CH:51]=1)([CH3:49])([CH3:47])[CH3:48]. The yield is 0.350. (2) The reactants are [CH3:1][C:2]1([OH:12])[CH2:11][CH2:10][C:5]2([O:9][CH2:8][CH2:7][O:6]2)[CH2:4][CH2:3]1.[H-].[Na+].[CH3:15][C:16]1([O:19][CH2:18]1)[CH3:17]. The catalyst is CN(C)C=O.O. The product is [CH3:15][C:16]([OH:19])([CH3:18])[CH2:17][O:12][C:2]1([CH3:1])[CH2:11][CH2:10][C:5]2([O:6][CH2:7][CH2:8][O:9]2)[CH2:4][CH2:3]1. The yield is 0.320. (3) The reactants are [C:1](Cl)(Cl)=[S:2].[Cl:5][C:6]1[CH:12]=[C:11]([Cl:13])[CH:10]=[C:9]([CH3:14])[C:7]=1[NH2:8]. The product is [Cl:5][C:6]1[CH:12]=[C:11]([Cl:13])[CH:10]=[C:9]([CH3:14])[C:7]=1[N:8]=[C:1]=[S:2]. The yield is 0.580. The catalyst is O1CCCC1.C(=O)([O-])O.[Na+]. (4) The reactants are [NH2:1][C@@H:2]([CH2:33][C:34]1[CH:39]=[CH:38][CH:37]=[CH:36][CH:35]=1)[C@@H:3]([OH:32])[CH2:4][C@@H:5]([NH:19][C:20]([C@@H:22]([NH:27][C:28](=[O:31])[O:29][CH3:30])[C:23]([CH3:26])([CH3:25])[CH3:24])=[O:21])[CH2:6][C:7]1[CH:12]=[CH:11][C:10]([C:13]2[CH:18]=[CH:17][CH:16]=[CH:15][N:14]=2)=[CH:9][CH:8]=1.[CH3:40][O:41][C:42]([NH:44][C@@H:45]([C:49]([CH3:52])([CH3:51])[CH3:50])[C:46](O)=[O:47])=[O:43].CCOP(ON1N=NC2C=CC=CC=2C1=O)(OCC)=O.C(N(CC)C(C)C)(C)C. The catalyst is C1COCC1. The product is [CH3:40][O:41][C:42](=[O:43])[NH:44][C@@H:45]([C:49]([CH3:51])([CH3:50])[CH3:52])[C:46](=[O:47])[NH:1][C@@H:2]([CH2:33][C:34]1[CH:35]=[CH:36][CH:37]=[CH:38][CH:39]=1)[C@@H:3]([OH:32])[CH2:4][C@H:5]([CH2:6][C:7]1[CH:12]=[CH:11][C:10]([C:13]2[CH:18]=[CH:17][CH:16]=[CH:15][N:14]=2)=[CH:9][CH:8]=1)[NH:19][C:20](=[O:21])[C@H:22]([C:23]([CH3:26])([CH3:25])[CH3:24])[NH:27][C:28](=[O:31])[O:29][CH3:30]. The yield is 0.750. (5) The reactants are [F:1][C:2]1[CH:7]=[CH:6][C:5]([F:8])=[CH:4][C:3]=1[CH:9]([OH:14])[CH2:10][N+:11]([O-:13])=[O:12].CC(C)=O.OS(O)(=O)=O.O=[Cr](=O)=O.CC(O)C.O. The catalyst is CC(C)=O. The product is [F:1][C:2]1[CH:7]=[CH:6][C:5]([F:8])=[CH:4][C:3]=1[C:9](=[O:14])[CH2:10][N+:11]([O-:13])=[O:12]. The yield is 0.677. (6) The reactants are Cl[C:2]1[N:7]=[C:6]([NH:8][C:9]2[CH:14]=[CH:13][C:12]3[O:15][CH2:16][CH2:17][O:18][C:11]=3[CH:10]=2)[C:5]([F:19])=[CH:4][N:3]=1.[NH2:20][C:21]1[CH:22]=[N:23][CH:24]=[CH:25][CH:26]=1.CC(C)([O-])C.[Na+].C1C=CC(P(C2C=CC3C(=CC=CC=3)C=2C2C3C(=CC=CC=3)C=CC=2P(C2C=CC=CC=2)C2C=CC=CC=2)C2C=CC=CC=2)=CC=1.C(N(CC)C(C)C)(C)C. The catalyst is C1(C)C=CC=CC=1.C([O-])(=O)C.[Pd+2].C([O-])(=O)C. The product is [CH2:17]1[CH2:16][O:15][C:12]2[CH:13]=[CH:14][C:9]([NH:8][C:6]3[C:5]([F:19])=[CH:4][N:3]=[C:2]([NH:20][C:21]4[CH:22]=[N:23][CH:24]=[CH:25][CH:26]=4)[N:7]=3)=[CH:10][C:11]=2[O:18]1. The yield is 0.140. (7) The reactants are [CH2:1]([N:3]([CH3:26])[C:4]([C:6]1[CH:10]=[C:9]([C:11]2[CH:16]=[CH:15][C:14]([CH2:17][NH2:18])=[CH:13][N:12]=2)[N:8]([C:19]2[CH:20]=[N:21][C:22]([CH3:25])=[CH:23][CH:24]=2)[N:7]=1)=[O:5])[CH3:2].[CH3:27][S:28](Cl)(=[O:30])=[O:29]. No catalyst specified. The product is [CH2:1]([N:3]([CH3:26])[C:4]([C:6]1[CH:10]=[C:9]([C:11]2[CH:16]=[CH:15][C:14]([CH2:17][NH:18][S:28]([CH3:27])(=[O:30])=[O:29])=[CH:13][N:12]=2)[N:8]([C:19]2[CH:20]=[N:21][C:22]([CH3:25])=[CH:23][CH:24]=2)[N:7]=1)=[O:5])[CH3:2]. The yield is 0.810.